From a dataset of Peptide-MHC class II binding affinity with 134,281 pairs from IEDB. Regression. Given a peptide amino acid sequence and an MHC pseudo amino acid sequence, predict their binding affinity value. This is MHC class II binding data. (1) The peptide sequence is GELQIVDKIGAAFKI. The MHC is DRB1_0404 with pseudo-sequence DRB1_0404. The binding affinity (normalized) is 0.613. (2) The peptide sequence is LNKFISPKSVAGRFA. The MHC is DRB1_0701 with pseudo-sequence DRB1_0701. The binding affinity (normalized) is 0.768. (3) The peptide sequence is IDLTKIDRCFQLRGNG. The MHC is DRB1_0401 with pseudo-sequence DRB1_0401. The binding affinity (normalized) is 0.497. (4) The peptide sequence is GELQIVDKIDAFFKI. The MHC is DRB1_0404 with pseudo-sequence DRB1_0404. The binding affinity (normalized) is 0.468.